Dataset: Peptide-MHC class I binding affinity with 185,985 pairs from IEDB/IMGT. Task: Regression. Given a peptide amino acid sequence and an MHC pseudo amino acid sequence, predict their binding affinity value. This is MHC class I binding data. (1) The peptide sequence is LSIPATLFV. The MHC is HLA-A02:06 with pseudo-sequence HLA-A02:06. The binding affinity (normalized) is 0.773. (2) The peptide sequence is DEQEFFYSQ. The MHC is HLA-B27:03 with pseudo-sequence HLA-B27:03. The binding affinity (normalized) is 0.0847. (3) The peptide sequence is FPFKYAAAK. The MHC is Mamu-A2201 with pseudo-sequence Mamu-A2201. The binding affinity (normalized) is 0.172. (4) The peptide sequence is RLSSNSRIL. The MHC is H-2-Db with pseudo-sequence H-2-Db. The binding affinity (normalized) is 0.0641. (5) The peptide sequence is VLIRRCHYL. The MHC is HLA-B39:01 with pseudo-sequence HLA-B39:01. The binding affinity (normalized) is 0.0847. (6) The peptide sequence is SHDTIGPYY. The MHC is HLA-B39:01 with pseudo-sequence HLA-B39:01. The binding affinity (normalized) is 0.0847. (7) The peptide sequence is VVMDYLDNLK. The MHC is HLA-A68:01 with pseudo-sequence HLA-A68:01. The binding affinity (normalized) is 0.185. (8) The peptide sequence is LPQGMVLSC. The binding affinity (normalized) is 0. The MHC is HLA-A32:01 with pseudo-sequence HLA-A32:01. (9) The peptide sequence is GVLEEQGSFY. The MHC is HLA-A30:02 with pseudo-sequence HLA-A30:02. The binding affinity (normalized) is 0.492.